This data is from Forward reaction prediction with 1.9M reactions from USPTO patents (1976-2016). The task is: Predict the product of the given reaction. (1) Given the reactants F[C:2]1[C:7]([I:8])=[CH:6][CH:5]=[CH:4][N:3]=1.[NH:9]1[CH2:13][CH2:12][CH2:11][CH2:10]1.O, predict the reaction product. The product is: [I:8][C:7]1[C:2]([N:9]2[CH2:13][CH2:12][CH2:11][CH2:10]2)=[N:3][CH:4]=[CH:5][CH:6]=1. (2) Given the reactants [C:1]([C:4]1[CH:9]=[C:8]([Br:10])[N:7]=[C:6]([C:11]#[C:12][C:13]2[CH:18]=[CH:17][N:16]=[C:15]([NH:19][C:20](=[O:22])[CH3:21])[CH:14]=2)[C:5]=1[NH2:23])(=[O:3])[CH3:2].[F:24][C:25]([F:36])([F:35])[C:26](O[C:26](=[O:27])[C:25]([F:36])([F:35])[F:24])=[O:27], predict the reaction product. The product is: [C:20]([NH:19][C:15]1[CH:14]=[C:13]([C:12]#[C:11][C:6]2[C:5]([NH:23][C:26](=[O:27])[C:25]([F:36])([F:35])[F:24])=[C:4]([C:1](=[O:3])[CH3:2])[CH:9]=[C:8]([Br:10])[N:7]=2)[CH:18]=[CH:17][N:16]=1)(=[O:22])[CH3:21].